Dataset: Reaction yield outcomes from USPTO patents with 853,638 reactions. Task: Predict the reaction yield, written as a fraction of the theoretical maximum amount of product (1.0 means a 100% yield; for example, 0.34 means a 34% yield). (1) The reactants are Br[C:2]1[CH:7]=[CH:6][C:5]([NH:8][C:9]([NH:11][C:12]2[CH:17]=[CH:16][C:15]([C:18]([N:20]3[CH2:25][CH2:24][N:23]([CH3:26])[CH2:22][CH2:21]3)=[O:19])=[CH:14][CH:13]=2)=[O:10])=[CH:4][CH:3]=1.[B:27]1([B:27]2[O:31][C:30]([CH3:33])([CH3:32])[C:29]([CH3:35])([CH3:34])[O:28]2)[O:31][C:30]([CH3:33])([CH3:32])[C:29]([CH3:35])([CH3:34])[O:28]1.CC([O-])=O.[K+].C(Cl)Cl. The catalyst is O1CCOCC1.C1C=CC(P(C2C=CC=CC=2)[C-]2C=CC=C2)=CC=1.C1C=CC(P(C2C=CC=CC=2)[C-]2C=CC=C2)=CC=1.Cl[Pd]Cl.[Fe+2]. The product is [CH3:26][N:23]1[CH2:24][CH2:25][N:20]([C:18]([C:15]2[CH:16]=[CH:17][C:12]([NH:11][C:9]([NH:8][C:5]3[CH:6]=[CH:7][C:2]([B:27]4[O:31][C:30]([CH3:33])([CH3:32])[C:29]([CH3:35])([CH3:34])[O:28]4)=[CH:3][CH:4]=3)=[O:10])=[CH:13][CH:14]=2)=[O:19])[CH2:21][CH2:22]1. The yield is 0.320. (2) The reactants are [CH3:1][CH:2]([CH3:8])[C:3](=O)[CH2:4][C:5]#[N:6].Cl.[C:10]1([NH:16][NH2:17])[CH:15]=[CH:14][CH:13]=[CH:12][CH:11]=1. The catalyst is CCO. The yield is 0.770. The product is [CH:2]([C:3]1[CH:4]=[C:5]([NH2:6])[N:16]([C:10]2[CH:15]=[CH:14][CH:13]=[CH:12][CH:11]=2)[N:17]=1)([CH3:8])[CH3:1].